From a dataset of NCI-60 drug combinations with 297,098 pairs across 59 cell lines. Regression. Given two drug SMILES strings and cell line genomic features, predict the synergy score measuring deviation from expected non-interaction effect. (1) Drug 1: CC1=C(N=C(N=C1N)C(CC(=O)N)NCC(C(=O)N)N)C(=O)NC(C(C2=CN=CN2)OC3C(C(C(C(O3)CO)O)O)OC4C(C(C(C(O4)CO)O)OC(=O)N)O)C(=O)NC(C)C(C(C)C(=O)NC(C(C)O)C(=O)NCCC5=NC(=CS5)C6=NC(=CS6)C(=O)NCCC[S+](C)C)O. Drug 2: CN(CCCl)CCCl.Cl. Cell line: HT29. Synergy scores: CSS=26.5, Synergy_ZIP=-2.60, Synergy_Bliss=-0.271, Synergy_Loewe=-11.1, Synergy_HSA=-4.18. (2) Drug 2: N.N.Cl[Pt+2]Cl. Synergy scores: CSS=16.2, Synergy_ZIP=-6.79, Synergy_Bliss=-3.10, Synergy_Loewe=0.156, Synergy_HSA=0.552. Cell line: NCI-H226. Drug 1: C1=CC=C(C=C1)NC(=O)CCCCCCC(=O)NO. (3) Drug 1: CC=C1C(=O)NC(C(=O)OC2CC(=O)NC(C(=O)NC(CSSCCC=C2)C(=O)N1)C(C)C)C(C)C. Drug 2: CN1C2=C(C=C(C=C2)N(CCCl)CCCl)N=C1CCCC(=O)O.Cl. Cell line: M14. Synergy scores: CSS=22.2, Synergy_ZIP=6.03, Synergy_Bliss=-0.432, Synergy_Loewe=-29.9, Synergy_HSA=-0.306. (4) Drug 1: CC1=C(C=C(C=C1)NC2=NC=CC(=N2)N(C)C3=CC4=NN(C(=C4C=C3)C)C)S(=O)(=O)N.Cl. Cell line: 786-0. Drug 2: C1=C(C(=O)NC(=O)N1)N(CCCl)CCCl. Synergy scores: CSS=47.7, Synergy_ZIP=9.37, Synergy_Bliss=8.82, Synergy_Loewe=-2.06, Synergy_HSA=9.07.